This data is from Forward reaction prediction with 1.9M reactions from USPTO patents (1976-2016). The task is: Predict the product of the given reaction. (1) The product is: [C:22]([O:21][C:20](=[O:26])[NH:19][CH2:18][CH:17]([CH2:16][C:15]1[CH:14]=[CH:13][C:12]([O:11][CH2:10][CH2:9][O:8][C:7]2[C:6]([Cl:51])=[CH:5][C:4]([CH2:1][CH2:2][CH2:3][OH:61])=[CH:49][C:48]=2[Cl:50])=[CH:47][CH:46]=1)[C:27]([N:29]([CH2:33][C:34]1[CH:39]=[C:38]([CH2:40][CH2:41][CH2:42][O:43][CH3:44])[CH:37]=[CH:36][C:35]=1[Cl:45])[CH:30]1[CH2:32][CH2:31]1)=[O:28])([CH3:23])([CH3:25])[CH3:24]. Given the reactants [CH2:1]([C:4]1[CH:49]=[C:48]([Cl:50])[C:7]([O:8][CH2:9][CH2:10][O:11][C:12]2[CH:47]=[CH:46][C:15]([CH2:16][CH:17]([C:27]([N:29]([CH2:33][C:34]3[CH:39]=[C:38]([CH2:40][CH2:41][CH2:42][O:43][CH3:44])[CH:37]=[CH:36][C:35]=3[Cl:45])[CH:30]3[CH2:32][CH2:31]3)=[O:28])[CH2:18][NH:19][C:20](=[O:26])[O:21][C:22]([CH3:25])([CH3:24])[CH3:23])=[CH:14][CH:13]=2)=[C:6]([Cl:51])[CH:5]=1)[CH:2]=[CH2:3].C12BC(CCC1)CCC2.[OH-:61].[Na+].OO, predict the reaction product. (2) Given the reactants [N:1]1[CH:6]=[CH:5][CH:4]=[CH:3][C:2]=1[Sn](CCCC)(CCCC)CCCC.Cl[C:21]1[C:22]([F:46])=[CH:23][C:24]2[C:25]3[NH:39][N:38]([CH:40]4[CH2:45][CH2:44][CH2:43][CH2:42][O:41]4)[CH2:37][C:26]=3[C:27](=[O:36])[N:28]([CH2:31][C:32]([F:35])([F:34])[F:33])[C:29]=2[CH:30]=1.C([O-])(O)=O.[Na+], predict the reaction product. The product is: [F:46][C:22]1[C:21]([C:2]2[CH:3]=[CH:4][CH:5]=[CH:6][N:1]=2)=[CH:30][C:29]2[N:28]([CH2:31][C:32]([F:34])([F:35])[F:33])[C:27](=[O:36])[C:26]3[CH2:37][N:38]([CH:40]4[CH2:45][CH2:44][CH2:43][CH2:42][O:41]4)[NH:39][C:25]=3[C:24]=2[CH:23]=1. (3) Given the reactants CCN(C(C)C)C(C)C.[CH2:10]([O:12][C:13]1[C:22]([O:23][CH3:24])=[CH:21][C:20]2[C:19]([C:25]3[CH:33]=[CH:32][C:28]([C:29](O)=[O:30])=[CH:27][CH:26]=3)=[N:18][C@@H:17]3[CH2:34][CH2:35][S:36][CH2:37][C@@H:16]3[C:15]=2[CH:14]=1)[CH3:11].Cl.[F:39][C:40]1[CH:41]=[C:42]([CH:67]=[C:68]([F:72])[C:69]=1[O:70][CH3:71])[CH2:43][N:44]1[C:49]2[CH:50]=[C:51]([C:53]3[CH:58]=[CH:57][CH:56]=[CH:55][CH:54]=3)[S:52][C:48]=2[C:47](=[O:59])[N:46]([CH:60]2[CH2:65][CH2:64][NH:63][CH2:62][CH2:61]2)[C:45]1=[O:66].CN(C(ON1N=NC2C=CC=CC1=2)=[N+](C)C)C.F[P-](F)(F)(F)(F)F.C(=O)(O)[O-].[Na+], predict the reaction product. The product is: [F:39][C:40]1[CH:41]=[C:42]([CH:67]=[C:68]([F:72])[C:69]=1[O:70][CH3:71])[CH2:43][N:44]1[C:49]2[CH:50]=[C:51]([C:53]3[CH:54]=[CH:55][CH:56]=[CH:57][CH:58]=3)[S:52][C:48]=2[C:47](=[O:59])[N:46]([CH:60]2[CH2:65][CH2:64][N:63]([C:29]([C:28]3[CH:32]=[CH:33][C:25]([C:19]4[C:20]5[CH:21]=[C:22]([O:23][CH3:24])[C:13]([O:12][CH2:10][CH3:11])=[CH:14][C:15]=5[C@H:16]5[CH2:37][S:36][CH2:35][CH2:34][C@H:17]5[N:18]=4)=[CH:26][CH:27]=3)=[O:30])[CH2:62][CH2:61]2)[C:45]1=[O:66].